Task: Predict the product of the given reaction.. Dataset: Forward reaction prediction with 1.9M reactions from USPTO patents (1976-2016) (1) Given the reactants C([NH2:7])CCCCC.[C:8](=[O:13])(OC)[O:9][CH3:10].[C:14]1(C)[CH:19]=[CH:18][CH:17]=[CH:16][CH:15]=1, predict the reaction product. The product is: [C:8](=[O:13])([O:9][CH2:10][CH2:14][CH2:15][CH2:16][CH2:17][CH2:18][CH3:19])[NH2:7]. (2) Given the reactants Cl.[Cl:2][C:3]1[CH:8]=[CH:7][C:6]([C@H:9]2[N:16]3[C:12]([S:13][C:14]([C:20]([N:22]([CH2:36][CH3:37])[CH:23]4[CH2:28][CH2:27][N:26]([C:29](OC(C)(C)C)=O)[CH2:25][CH2:24]4)=[O:21])=[C:15]3[CH:17]([CH3:19])[CH3:18])=[N:11][C@:10]2([C:39]2[CH:44]=[CH:43][C:42]([Cl:45])=[CH:41][CH:40]=2)[CH3:38])=[CH:5][CH:4]=1.[OH-].[Na+].C(O[BH-](OC(=O)C)OC(=O)C)(=O)C.[Na+], predict the reaction product. The product is: [Cl:2][C:3]1[CH:4]=[CH:5][C:6]([C@H:9]2[N:16]3[C:12]([S:13][C:14]([C:20]([N:22]([CH2:36][CH3:37])[CH:23]4[CH2:24][CH2:25][N:26]([CH3:29])[CH2:27][CH2:28]4)=[O:21])=[C:15]3[CH:17]([CH3:19])[CH3:18])=[N:11][C@:10]2([C:39]2[CH:40]=[CH:41][C:42]([Cl:45])=[CH:43][CH:44]=2)[CH3:38])=[CH:7][CH:8]=1. (3) Given the reactants [CH3:1][C:2]1[N:7]=[CH:6][C:5]([C:8]2[CH:9]=[N:10][N:11]([CH:13]3[CH2:18][CH2:17][N:16]([C:19]([O:21][C:22]([CH3:25])([CH3:24])[CH3:23])=[O:20])[CH2:15][CH2:14]3)[CH:12]=2)=[CH:4][C:3]=1[N+:26]([O-:28])=[O:27], predict the reaction product. The product is: [CH3:15][N:16]([CH3:19])/[CH:17]=[CH:1]/[C:2]1[N:7]=[CH:6][C:5]([C:8]2[CH:9]=[N:10][N:11]([CH:13]3[CH2:18][CH2:17][N:16]([C:19]([O:21][C:22]([CH3:25])([CH3:23])[CH3:24])=[O:20])[CH2:15][CH2:14]3)[CH:12]=2)=[CH:4][C:3]=1[N+:26]([O-:28])=[O:27]. (4) Given the reactants C([O:4][C:5]1[CH:10]=[CH:9][C:8]([Br:11])=[CH:7][CH:6]=1)C=C.C(OCC)(=O)C.CN(C)[C:20]1[CH:25]=CC=C[CH:21]=1, predict the reaction product. The product is: [CH2:25]([C:10]1[CH:9]=[C:8]([Br:11])[CH:7]=[CH:6][C:5]=1[OH:4])[CH:20]=[CH2:21].